Dataset: Catalyst prediction with 721,799 reactions and 888 catalyst types from USPTO. Task: Predict which catalyst facilitates the given reaction. (1) Reactant: [NH2:1][C:2]1[CH:7]=[CH:6][C:5]([NH:8][C:9](=[O:15])/[CH:10]=[CH:11]\[C:12]([OH:14])=[O:13])=[CH:4][CH:3]=1.[OH2:16].[OH-].[Na+:18]. Product: [OH2:13].[OH2:16].[NH2:1][C:2]1[CH:3]=[CH:4][C:5]([NH:8][C:9](=[O:15])/[CH:10]=[CH:11]\[C:12]([O-:14])=[O:13])=[CH:6][CH:7]=1.[Na+:18]. The catalyst class is: 7. (2) Reactant: [CH3:1][NH:2][CH2:3][CH2:4][CH2:5][C@:6]1([C:17]2[CH:18]=[CH:19][C:20]([F:23])=[CH:21][CH:22]=2)[O:14][CH2:13][C:12]2[CH:11]=[C:10]([C:15]#[N:16])[CH:9]=[CH:8][C:7]1=2.[C:24]([OH:33])(=[O:32])[C@@H:25]([C@H:27]([C:29]([OH:31])=[O:30])[OH:28])[OH:26]. Product: [CH3:1][NH:2][CH2:3][CH2:4][CH2:5][C@:6]1([C:17]2[CH:18]=[CH:19][C:20]([F:23])=[CH:21][CH:22]=2)[O:14][CH2:13][C:12]2[CH:11]=[C:10]([C:15]#[N:16])[CH:9]=[CH:8][C:7]1=2.[C:29]([C@@H:27]([C@H:25]([C:24]([O-:33])=[O:32])[OH:26])[OH:28])([O-:31])=[O:30]. The catalyst class is: 24. (3) The catalyst class is: 2. Reactant: [F:1][C:2]([F:18])([F:17])[C:3]1[N:8]=[CH:7][C:6]([C:9]2[CH:14]=[C:13]([CH2:15][NH2:16])[CH:12]=[CH:11][N:10]=2)=[CH:5][N:4]=1.[F:19][C:20]1[CH:25]=[CH:24][C:23]([S:26]([N:29]([CH2:33][C:34](O)=[O:35])[CH:30]([CH3:32])[CH3:31])(=[O:28])=[O:27])=[CH:22][CH:21]=1.CN(C(ON1N=NC2C=CC=NC1=2)=[N+](C)C)C.F[P-](F)(F)(F)(F)F.C(N(CC)C(C)C)(C)C.OS([O-])(=O)=O.[K+]. Product: [F:19][C:20]1[CH:21]=[CH:22][C:23]([S:26]([N:29]([CH:30]([CH3:32])[CH3:31])[CH2:33][C:34]([NH:16][CH2:15][C:13]2[CH:12]=[CH:11][N:10]=[C:9]([C:6]3[CH:5]=[N:4][C:3]([C:2]([F:1])([F:17])[F:18])=[N:8][CH:7]=3)[CH:14]=2)=[O:35])(=[O:27])=[O:28])=[CH:24][CH:25]=1. (4) Reactant: [S:1]1[CH2:5][CH2:4][C:3]2[CH:6]=[C:7](CC(N3CCOCC3)=S)[CH:8]=[CH:9][C:2]1=2.[C:19]([OH:22])(=[O:21])[CH3:20].S(=O)(=O)(O)O. Product: [S:1]1[CH2:5][CH2:4][C:3]2[CH:6]=[C:7]([CH2:20][C:19]([OH:22])=[O:21])[CH:8]=[CH:9][C:2]1=2. The catalyst class is: 6.